Dataset: Full USPTO retrosynthesis dataset with 1.9M reactions from patents (1976-2016). Task: Predict the reactants needed to synthesize the given product. (1) Given the product [Cl:1][C:2]1[CH:7]=[C:6]([Cl:8])[CH:5]=[CH:4][C:3]=1[CH2:9][CH2:10][O:11][C:12]1[CH:13]=[C:14]([CH:18]=[CH:19][C:20]=1[CH3:21])[C:15]([NH:75][CH2:74][CH:71]1[CH2:72][CH2:73][N:68]([C:65]2[N:64]=[C:63]([C:62]([Cl:77])([Cl:76])[Cl:61])[O:67][N:66]=2)[CH2:69][CH2:70]1)=[O:17], predict the reactants needed to synthesize it. The reactants are: [Cl:1][C:2]1[CH:7]=[C:6]([Cl:8])[CH:5]=[CH:4][C:3]=1[CH2:9][CH2:10][O:11][C:12]1[CH:13]=[C:14]([CH:18]=[CH:19][C:20]=1[CH3:21])[C:15]([OH:17])=O.CN(C(ON1N=NC2C=CC=NC1=2)=[N+](C)C)C.F[P-](F)(F)(F)(F)F.C(N1CCOCC1)C.FC(F)(F)C(O)=O.[Cl:61][C:62]([Cl:77])([Cl:76])[C:63]1[O:67][N:66]=[C:65]([N:68]2[CH2:73][CH2:72][CH:71]([CH2:74][NH2:75])[CH2:70][CH2:69]2)[N:64]=1. (2) Given the product [CH3:1][O:2][C:3]1[CH:4]=[C:5]2[C:10](=[CH:11][C:12]=1[O:13][CH3:14])[N:9]=[CH:8][CH:7]=[C:6]2[O:15][C:16]1[C:22]([CH3:23])=[CH:21][C:19]([NH:20][C:40](=[O:42])[O:57][CH:55]([C:54]2[CH:58]=[CH:59][CH:60]=[C:52]([F:51])[CH:53]=2)[CH3:56])=[C:18]([CH3:24])[CH:17]=1, predict the reactants needed to synthesize it. The reactants are: [CH3:1][O:2][C:3]1[CH:4]=[C:5]2[C:10](=[CH:11][C:12]=1[O:13][CH3:14])[N:9]=[CH:8][CH:7]=[C:6]2[O:15][C:16]1[C:22]([CH3:23])=[CH:21][C:19]([NH2:20])=[C:18]([CH3:24])[CH:17]=1.C1(C)C=CC=CC=1.C(N(CC)CC)C.Cl[C:40](Cl)([O:42]C(=O)OC(Cl)(Cl)Cl)Cl.[F:51][C:52]1[CH:53]=[C:54]([CH:58]=[CH:59][CH:60]=1)[CH:55]([OH:57])[CH3:56]. (3) Given the product [CH2:5]([O:6][CH:7]1[CH2:11][CH2:10][CH2:9][CH:8]1[OH:27])[C:17]1[CH:22]=[CH:21][CH:20]=[CH:19][CH:18]=1, predict the reactants needed to synthesize it. The reactants are: [H-].[Na+].CO[CH2:5][O:6][CH:7]1[CH2:11][CH2:10][CH2:9][C:8]1(NC)C#N.C(Br)[C:17]1[CH:22]=[CH:21][CH:20]=[CH:19][CH:18]=1.C1C[O:27]CC1. (4) Given the product [F:43][C:40]([F:41])([F:42])[C:38]1[CH:37]=[C:5]([CH:4]=[C:3]([C:2]([F:1])([F:44])[F:45])[CH:39]=1)[CH2:6][N:7]([CH2:23][C:24]1[CH:29]=[C:28]([C:30]([F:33])([F:32])[F:31])[CH:27]=[CH:26][C:25]=1[N:34]([C:52]([O:53][CH2:54][CH3:55])=[O:56])[CH2:35][CH3:36])[C:8]1[N:9]=[CH:10][C:11]([O:14][CH2:15][CH2:16][CH2:17][C:18]([O:20][CH2:21][CH3:22])=[O:19])=[CH:12][N:13]=1, predict the reactants needed to synthesize it. The reactants are: [F:1][C:2]([F:45])([F:44])[C:3]1[CH:4]=[C:5]([CH:37]=[C:38]([C:40]([F:43])([F:42])[F:41])[CH:39]=1)[CH2:6][N:7]([CH2:23][C:24]1[CH:29]=[C:28]([C:30]([F:33])([F:32])[F:31])[CH:27]=[CH:26][C:25]=1[NH:34][CH2:35][CH3:36])[C:8]1[N:13]=[CH:12][C:11]([O:14][CH2:15][CH2:16][CH2:17][C:18]([O:20][CH2:21][CH3:22])=[O:19])=[CH:10][N:9]=1.N1C=CC=CC=1.[C:52](Cl)(=[O:56])[O:53][CH2:54][CH3:55].